Dataset: Full USPTO retrosynthesis dataset with 1.9M reactions from patents (1976-2016). Task: Predict the reactants needed to synthesize the given product. (1) Given the product [F:1][C:2]1[CH:3]=[C:4]([CH2:11][C:12]([N:15]2[CH2:20][CH2:19][O:18][CH2:17][CH2:16]2)=[O:14])[CH:5]=[CH:6][C:7]=1[N+:8]([O-:10])=[O:9], predict the reactants needed to synthesize it. The reactants are: [F:1][C:2]1[CH:3]=[C:4]([CH2:11][C:12]([OH:14])=O)[CH:5]=[CH:6][C:7]=1[N+:8]([O-:10])=[O:9].[NH:15]1[CH2:20][CH2:19][O:18][CH2:17][CH2:16]1.CN(C(ON1N=NC2C=CC=NC1=2)=[N+](C)C)C.F[P-](F)(F)(F)(F)F.N1C=CC=CC=1. (2) Given the product [Br:21][C:18]1[CH:17]=[CH:16][C:15]([CH2:14][CH:13]([NH:12][C:10](=[O:11])[O:9][CH2:2][C:3]2[CH:4]=[CH:5][CH:6]=[CH:7][CH:8]=2)[C:22]2[N:23]([S:49]([N:48]([CH3:53])[CH3:47])(=[O:51])=[O:50])[CH:24]=[C:25]([CH2:27][C:28]([CH3:31])([CH3:32])[CH2:29][CH3:30])[N:26]=2)=[CH:20][CH:19]=1, predict the reactants needed to synthesize it. The reactants are: Cl.[CH2:2]([O:9][C:10]([NH:12][CH:13]([C:22]1[N:23](C(OC(C)(C)C)=O)[CH:24]=[C:25]([CH2:27][C:28]([CH3:32])([CH3:31])[CH2:29][CH3:30])[N:26]=1)[CH2:14][C:15]1[CH:20]=[CH:19][C:18]([Br:21])=[CH:17][CH:16]=1)=[O:11])[C:3]1[CH:8]=[CH:7][CH:6]=[CH:5][CH:4]=1.C(N(CC)CC)C.[CH3:47][N:48]([CH3:53])[S:49](Cl)(=[O:51])=[O:50]. (3) Given the product [OH:24][C@@H:25]([C:36]1[CH:37]=[CH:38][CH:39]=[C:40]([O:5][CH2:6][CH:7]2[CH2:12][CH2:11][N:10]([S:13]([CH3:16])(=[O:15])=[O:14])[CH2:9][CH2:8]2)[CH:41]=1)[CH2:26][CH2:27][NH:28][C:29](=[O:35])[O:30][C:31]([CH3:34])([CH3:33])[CH3:32], predict the reactants needed to synthesize it. The reactants are: CS([O:5][CH2:6][CH:7]1[CH2:12][CH2:11][N:10]([S:13]([CH3:16])(=[O:15])=[O:14])[CH2:9][CH2:8]1)(=O)=O.C1(O)C=CC=CC=1.[OH:24][C@@H:25]([C:36]1[CH:41]=[CH:40][CH:39]=[C:38](O)[CH:37]=1)[CH2:26][CH2:27][NH:28][C:29](=[O:35])[O:30][C:31]([CH3:34])([CH3:33])[CH3:32].